Predict the reactants needed to synthesize the given product. From a dataset of Full USPTO retrosynthesis dataset with 1.9M reactions from patents (1976-2016). (1) Given the product [CH2:1]([NH:8][CH2:1][C:2]1[CH:7]=[CH:6][CH:5]=[CH:4][CH:3]=1)[C:2]1[CH:7]=[CH:6][CH:5]=[CH:4][CH:3]=1, predict the reactants needed to synthesize it. The reactants are: [CH2:1]([NH2:8])[C:2]1[CH:7]=[CH:6][CH:5]=[CH:4][CH:3]=1. (2) Given the product [CH3:3][C:2]([N:6]([CH2:34][CH2:35][N:36]1[CH2:41][CH2:40][O:39][CH2:38][CH2:37]1)[S:7]([C:10]1[CH:15]=[CH:14][C:13]([C:16]2[CH:17]=[CH:18][C:19]([C:22]([F:25])([F:24])[F:23])=[CH:20][CH:21]=2)=[CH:12][CH:11]=1)(=[O:8])=[O:9])([C:4]#[CH:5])[CH3:1], predict the reactants needed to synthesize it. The reactants are: [CH3:1][C:2]([NH:6][S:7]([C:10]1[CH:15]=[CH:14][C:13]([C:16]2[CH:21]=[CH:20][C:19]([C:22]([F:25])([F:24])[F:23])=[CH:18][CH:17]=2)=[CH:12][CH:11]=1)(=[O:9])=[O:8])([C:4]#[CH:5])[CH3:3].C(=O)([O-])[O-].[K+].[K+].Cl.Cl[CH2:34][CH2:35][N:36]1[CH2:41][CH2:40][O:39][CH2:38][CH2:37]1. (3) Given the product [NH2:39][CH:34]([CH2:33][CH2:32][S:31][CH2:30][C@@H:22]1[C@@H:23]([OH:27])[C@@H:24]([OH:25])[C@H:20]([N:14]2[CH:13]=[N:12][C:11]3[C:15]2=[N:16][C:17]([Cl:19])=[N:18][C:10]=3[NH:9][CH2:8][CH2:7][C:4]2[CH:3]=[CH:2][C:1]([C:47]3[CH:48]=[CH:49][CH:50]=[CH:51][CH:52]=3)=[CH:6][CH:5]=2)[O:21]1)[C:35]([OH:37])=[O:36], predict the reactants needed to synthesize it. The reactants are: [C:1]1([C:47]2[CH:52]=[CH:51][CH:50]=[CH:49][CH:48]=2)[CH:6]=[CH:5][C:4]([CH2:7][CH2:8][NH:9][C:10]2[N:18]=[C:17]([Cl:19])[N:16]=[C:15]3[C:11]=2[N:12]=[CH:13][N:14]3[C@H:20]2[C@@H:24]3[O:25]C(C)(C)[O:27][C@@H:23]3[C@@H:22]([CH2:30][S:31][CH2:32][CH2:33][CH:34]([NH:39]C(OC(C)(C)C)=O)[C:35]([O:37]C)=[O:36])[O:21]2)=[CH:3][CH:2]=1.[OH-].[K+].C1COCC1.C(O)(C(F)(F)F)=O.O. (4) The reactants are: [CH2:1]([N:3]1[C:7]2=[N:8][C:9]([CH2:33][CH3:34])=[C:10]([CH2:19][NH:20][C:21]([C:23]3[CH:24]=[C:25]([CH:30]=[CH:31][CH:32]=3)[C:26]([O:28]C)=[O:27])=[O:22])[C:11]([NH:12][CH:13]3[CH2:18][CH2:17][O:16][CH2:15][CH2:14]3)=[C:6]2[CH:5]=[N:4]1)[CH3:2].[Li+].[OH-].C1COCC1.Cl. Given the product [CH2:1]([N:3]1[C:7]2=[N:8][C:9]([CH2:33][CH3:34])=[C:10]([CH2:19][NH:20][C:21]([C:23]3[CH:24]=[C:25]([CH:30]=[CH:31][CH:32]=3)[C:26]([OH:28])=[O:27])=[O:22])[C:11]([NH:12][CH:13]3[CH2:18][CH2:17][O:16][CH2:15][CH2:14]3)=[C:6]2[CH:5]=[N:4]1)[CH3:2], predict the reactants needed to synthesize it. (5) The reactants are: [Cl:1][C:2]1[CH:11]=[CH:10][C:5]([CH2:6][NH:7][CH2:8][CH3:9])=[CH:4][CH:3]=1.[CH2:12]([O:14][C@H:15]([C:28]([O:30][CH2:31][CH3:32])=[O:29])[CH2:16][C:17]1[CH:27]=[CH:26][C:20]([O:21][CH2:22][C:23]([OH:25])=O)=[CH:19][CH:18]=1)[CH3:13].C(N(CC)C(C)C)(C)C.F[B-](F)(F)F.N1(OC(N(C)C)=[N+](C)C)C2C=CC=CC=2N=N1. Given the product [Cl:1][C:2]1[CH:3]=[CH:4][C:5]([CH2:6][N:7]([CH2:8][CH3:9])[C:23](=[O:25])[CH2:22][O:21][C:20]2[CH:19]=[CH:18][C:17]([CH2:16][C@H:15]([O:14][CH2:12][CH3:13])[C:28]([O:30][CH2:31][CH3:32])=[O:29])=[CH:27][CH:26]=2)=[CH:10][CH:11]=1, predict the reactants needed to synthesize it. (6) Given the product [C:2]([O:6][C:7]([N:9]1[CH2:13][CH2:12][CH2:11][C@H:10]1[C:14]([O:17][CH3:16])=[NH:15])=[O:8])([CH3:5])([CH3:3])[CH3:4], predict the reactants needed to synthesize it. The reactants are: [Na].[C:2]([O:6][C:7]([N:9]1[CH2:13][CH2:12][CH2:11][C@H:10]1[C:14]#[N:15])=[O:8])([CH3:5])([CH3:4])[CH3:3].[CH3:16][OH:17].